The task is: Predict the product of the given reaction.. This data is from Forward reaction prediction with 1.9M reactions from USPTO patents (1976-2016). (1) Given the reactants [CH3:1][C:2]1[N:6]([CH2:7][C:8]([N:10]2[CH2:15][CH2:14][CH:13]([N:16]3[CH:20]=[C:19]([C:21]([OH:23])=O)[CH:18]=[N:17]3)[CH2:12][CH2:11]2)=[O:9])[N:5]=[C:4]([C:24]([F:27])([F:26])[F:25])[CH:3]=1.C(Cl)(=O)C(Cl)=O.[CH3:34][NH:35][C@H:36]1[C:45]2[C:40](=[CH:41][CH:42]=[CH:43][CH:44]=2)[CH2:39][CH2:38][CH2:37]1.C(N(CC)CC)C, predict the reaction product. The product is: [CH3:34][N:35]([C@H:36]1[C:45]2[C:40](=[CH:41][CH:42]=[CH:43][CH:44]=2)[CH2:39][CH2:38][CH2:37]1)[C:21]([C:19]1[CH:18]=[N:17][N:16]([CH:13]2[CH2:14][CH2:15][N:10]([C:8](=[O:9])[CH2:7][N:6]3[C:2]([CH3:1])=[CH:3][C:4]([C:24]([F:25])([F:26])[F:27])=[N:5]3)[CH2:11][CH2:12]2)[CH:20]=1)=[O:23]. (2) Given the reactants [CH3:1][S:2][C:3]1[CH:4]=[C:5]2[C:9](=[CH:10][C:11]=1[C:12]([F:15])([F:14])[F:13])[N:8]([C:16](=[O:29])[NH:17][C:18]1[CH:23]=[CH:22][CH:21]=[C:20]([C:24]([O:26]CC)=[O:25])[CH:19]=1)[CH2:7][CH2:6]2.[OH-].[Na+].Cl, predict the reaction product. The product is: [CH3:1][S:2][C:3]1[CH:4]=[C:5]2[C:9](=[CH:10][C:11]=1[C:12]([F:13])([F:14])[F:15])[N:8]([C:16](=[O:29])[NH:17][C:18]1[CH:23]=[CH:22][CH:21]=[C:20]([C:24]([OH:26])=[O:25])[CH:19]=1)[CH2:7][CH2:6]2. (3) Given the reactants [F:1][C:2]1[C:3]([I:15])=[C:4]([NH:8]C(=O)C(C)(C)C)[CH:5]=[N:6][CH:7]=1.Cl, predict the reaction product. The product is: [F:1][C:2]1[C:3]([I:15])=[C:4]([NH2:8])[CH:5]=[N:6][CH:7]=1. (4) Given the reactants [CH:1]([C:3]1[C:4]([OH:13])=[N:5][CH:6]=[C:7]([C:9]([F:12])([F:11])[F:10])[CH:8]=1)=O.C([O-])=O.[Na+].Cl.[NH2:19]O.C(O)=O, predict the reaction product. The product is: [C:1]([C:3]1[C:4]([OH:13])=[N:5][CH:6]=[C:7]([C:9]([F:12])([F:11])[F:10])[CH:8]=1)#[N:19]. (5) Given the reactants [CH3:1][N:2]1[CH2:9][CH2:8][N:7](CC2C=CC=CC=2)[CH2:6][C:3]21[CH2:5][CH2:4]2.[ClH:17], predict the reaction product. The product is: [ClH:17].[ClH:17].[CH3:1][N:2]1[CH2:9][CH2:8][NH2+:7][CH2:6][C:3]21[CH2:5][CH2:4]2. (6) Given the reactants [H-].[Na+].[N+:3]([C:6]1[CH:11]=[CH:10][C:9]([C:12]2[NH:16][C:15](=[O:17])[O:14][N:13]=2)=[CH:8][CH:7]=1)([O-:5])=[O:4].[CH3:18]I, predict the reaction product. The product is: [CH3:18][N:16]1[C:15](=[O:17])[O:14][N:13]=[C:12]1[C:9]1[CH:8]=[CH:7][C:6]([N+:3]([O-:5])=[O:4])=[CH:11][CH:10]=1. (7) The product is: [CH3:1][C:2]1[N:3]=[C:4]([C:7]2[C:8]3[CH2:15][CH2:14][CH2:13][C:9]=3[S:10][C:11]=2[NH:12][C:24]([C:16]2[CH2:20][CH2:19][CH2:18][C:17]=2[C:21]([OH:23])=[O:22])=[O:25])[S:5][CH:6]=1. Given the reactants [CH3:1][C:2]1[N:3]=[C:4]([C:7]2[C:8]3[CH2:15][CH2:14][CH2:13][C:9]=3[S:10][C:11]=2[NH2:12])[S:5][CH:6]=1.[C:16]12[C:24](=[O:25])[O:23][C:21](=[O:22])[C:17]=1[CH2:18][CH2:19][CH2:20]2, predict the reaction product.